Dataset: Reaction yield outcomes from USPTO patents with 853,638 reactions. Task: Predict the reaction yield, written as a fraction of the theoretical maximum amount of product (1.0 means a 100% yield; for example, 0.34 means a 34% yield). (1) The reactants are [C:1]([O:5][C:6]([N:8]1[CH2:12]C=[C:10](COC(=O)C)[CH2:9]1)=[O:7])([CH3:4])([CH3:3])[CH3:2].C(OC(N1CC=C(CO)C1)=O)(C)(C)C.[C:32]([O:35][C:36](=O)[CH3:37])(=[O:34])[CH3:33]. The catalyst is CN(C1C=CN=CC=1)C.N1C=CC=CC=1. The product is [C:1]([O:5][C:6]([N:8]1[CH2:12][CH:37]=[C:36]([O:35][C:32](=[O:34])[CH3:33])[CH:9]1[CH3:10])=[O:7])([CH3:4])([CH3:3])[CH3:2]. The yield is 0.970. (2) The reactants are C(Cl)(=O)C(Cl)=O.[F:7][C:8]([C:18]1[CH:23]=[CH:22][C:21]([NH:24][C:25]([C:27]2[N:32]=[CH:31][C:30]([C:33](O)=[O:34])=[CH:29][CH:28]=2)=[O:26])=[CH:20][CH:19]=1)([CH3:17])[CH2:9][NH:10][S:11]([CH:14]([CH3:16])[CH3:15])(=[O:13])=[O:12].O1CCOCC1.[CH3:42][NH2:43]. The catalyst is C(Cl)Cl.CN(C=O)C.O. The product is [F:7][C:8]([C:18]1[CH:19]=[CH:20][C:21]([NH:24][C:25]([C:27]2[CH:28]=[CH:29][C:30]([C:33](=[O:34])[NH:43][CH3:42])=[CH:31][N:32]=2)=[O:26])=[CH:22][CH:23]=1)([CH3:17])[CH2:9][NH:10][S:11]([CH:14]([CH3:16])[CH3:15])(=[O:12])=[O:13]. The yield is 0.250. (3) The reactants are [C:1]([C:5]1[CH:9]=[C:8]([CH2:10][NH2:11])[N:7]([C:12]2[CH:17]=[CH:16][CH:15]=[C:14]([Cl:18])[CH:13]=2)[N:6]=1)([CH3:4])([CH3:3])[CH3:2].C(=O)([O-])[O-].[K+].[K+].Cl[C:26]([O:28][C:29]1[CH:34]=[CH:33][CH:32]=[CH:31][CH:30]=1)=[O:27].C(OCC)(=O)C.CCCCCC. The catalyst is CN(C=O)C. The product is [C:1]([C:5]1[CH:9]=[C:8]([CH2:10][NH:11][C:26](=[O:27])[O:28][C:29]2[CH:34]=[CH:33][CH:32]=[CH:31][CH:30]=2)[N:7]([C:12]2[CH:17]=[CH:16][CH:15]=[C:14]([Cl:18])[CH:13]=2)[N:6]=1)([CH3:4])([CH3:2])[CH3:3]. The yield is 0.450.